The task is: Regression. Given a peptide amino acid sequence and an MHC pseudo amino acid sequence, predict their binding affinity value. This is MHC class I binding data.. This data is from Peptide-MHC class I binding affinity with 185,985 pairs from IEDB/IMGT. (1) The peptide sequence is ILAKFLHWL. The MHC is HLA-A68:02 with pseudo-sequence HLA-A68:02. The binding affinity (normalized) is 0.253. (2) The peptide sequence is PIDSHKGYV. The MHC is HLA-A02:01 with pseudo-sequence HLA-A02:01. The binding affinity (normalized) is 0. (3) The peptide sequence is AEQFKQKA. The MHC is Mamu-A11 with pseudo-sequence Mamu-A11. The binding affinity (normalized) is 0.0708. (4) The peptide sequence is AVFDRKSDAK. The MHC is HLA-A01:01 with pseudo-sequence HLA-A01:01. The binding affinity (normalized) is 0.00417. (5) The peptide sequence is EEQTDPKTL. The MHC is HLA-A03:01 with pseudo-sequence HLA-A03:01. The binding affinity (normalized) is 0.0847.